From a dataset of Peptide-MHC class I binding affinity with 185,985 pairs from IEDB/IMGT. Regression. Given a peptide amino acid sequence and an MHC pseudo amino acid sequence, predict their binding affinity value. This is MHC class I binding data. (1) The peptide sequence is ATIMPHNLY. The MHC is SLA-10401 with pseudo-sequence SLA-10401. The binding affinity (normalized) is 0.0847. (2) The binding affinity (normalized) is 0.582. The peptide sequence is EEYKRSGIL. The MHC is HLA-B40:01 with pseudo-sequence HLA-B40:01. (3) The peptide sequence is SQEDNHFSL. The binding affinity (normalized) is 0.0847. The MHC is HLA-A26:01 with pseudo-sequence HLA-A26:01. (4) The peptide sequence is FPLCANGQVF. The MHC is HLA-B53:01 with pseudo-sequence HLA-B53:01. The binding affinity (normalized) is 0.939. (5) The binding affinity (normalized) is 0. The MHC is H-2-Db with pseudo-sequence H-2-Db. The peptide sequence is SSPASFEK. (6) The peptide sequence is QEMPYPFVI. The MHC is HLA-B27:05 with pseudo-sequence HLA-B27:05. The binding affinity (normalized) is 0.0847. (7) The peptide sequence is WVTVYYGV. The MHC is H-2-Db with pseudo-sequence H-2-Db. The binding affinity (normalized) is 0. (8) The peptide sequence is RSFPEWDYI. The MHC is HLA-B18:01 with pseudo-sequence HLA-B18:01. The binding affinity (normalized) is 0.0847.